This data is from Forward reaction prediction with 1.9M reactions from USPTO patents (1976-2016). The task is: Predict the product of the given reaction. (1) Given the reactants [C:1]1([C:7]([N:9]2[CH2:14][CH2:13][N:12]([CH2:15][C:16]3[CH:21]=[CH:20][C:19]([O:22][CH:23]4[CH2:28][CH2:27][NH:26][CH2:25][CH2:24]4)=[CH:18][CH:17]=3)[CH2:11][CH2:10]2)=[O:8])[CH:6]=[CH:5][CH:4]=[CH:3][CH:2]=1.[C:29](OC(N1CCN(CC2C=CC(OCCCN3CCCCC3)=CC=2)CC1)=O)(C)([CH3:31])[CH3:30], predict the reaction product. The product is: [CH:29]([N:26]1[CH2:27][CH2:28][CH:23]([O:22][C:19]2[CH:20]=[CH:21][C:16]([CH2:15][N:12]3[CH2:11][CH2:10][N:9]([C:7]([C:1]4[CH:6]=[CH:5][CH:4]=[CH:3][CH:2]=4)=[O:8])[CH2:14][CH2:13]3)=[CH:17][CH:18]=2)[CH2:24][CH2:25]1)([CH3:31])[CH3:30]. (2) Given the reactants [Cl:1][C:2]1[C:7]([CH2:8][NH:9][C:10]2[C:11]3[CH2:18][N:17](C(OC(C)(C)C)=O)[CH2:16][C:12]=3[N:13]=[CH:14][N:15]=2)=[C:6]([F:26])[C:5]([O:27][CH3:28])=[CH:4][CH:3]=1.[F:29][C:30]([F:35])([F:34])[C:31]([OH:33])=[O:32], predict the reaction product. The product is: [F:29][C:30]([F:35])([F:34])[C:31]([O-:33])=[O:32].[Cl:1][C:2]1[C:7]([CH2:8][NH2+:9][C:10]2[C:11]3[CH2:18][NH2+:17][CH2:16][C:12]=3[N:13]=[CH:14][N:15]=2)=[C:6]([F:26])[C:5]([O:27][CH3:28])=[CH:4][CH:3]=1.[F:29][C:30]([F:35])([F:34])[C:31]([O-:33])=[O:32]. (3) Given the reactants [S:1]1[C:13]2[C:12]3[CH:11]=[CH:10][CH:9]=[CH:8][C:7]=3[CH:6]=[N:5][C:4]=2[CH:3]=[CH:2]1.ClC1C=C(C=CC=1)C(OO)=[O:19], predict the reaction product. The product is: [S:1]1[C:13]2[C:12]3[CH:11]=[CH:10][CH:9]=[CH:8][C:7]=3[CH:6]=[N+:5]([O-:19])[C:4]=2[CH:3]=[CH:2]1. (4) Given the reactants [NH:1]1[CH2:6][CH2:5][S:4][CH2:3][CH2:2]1.C(N(CC)C(C)C)(C)C.[C:16](Cl)(=[O:18])[CH3:17], predict the reaction product. The product is: [C:16]([N:1]1[CH2:6][CH2:5][S:4][CH2:3][CH2:2]1)(=[O:18])[CH3:17]. (5) Given the reactants [F:1][C:2]1[CH:22]=[C:21]([F:23])[CH:20]=[CH:19][C:3]=1[O:4][C:5]1[CH:6]=[C:7]2[C:11](=[CH:12][C:13]=1[OH:14])[N:10]([CH2:15][CH:16]([CH3:18])[CH3:17])[N:9]=[CH:8]2.C(OC([N:31]1[CH2:36][CH2:35][CH:34]([CH2:37]OS(C2C=CC(C)=CC=2)(=O)=O)[CH2:33][CH2:32]1)=O)(C)(C)C.N[C@H](C(O)=O)CC1C=C2C(C=CC=C2)=CC=1.C([O-])([O-])=O.[K+].[K+], predict the reaction product. The product is: [F:1][C:2]1[CH:22]=[C:21]([F:23])[CH:20]=[CH:19][C:3]=1[O:4][C:5]1[CH:6]=[C:7]2[C:11](=[CH:12][C:13]=1[O:14][CH2:37][CH:34]1[CH2:35][CH2:36][NH:31][CH2:32][CH2:33]1)[N:10]([CH2:15][CH:16]([CH3:18])[CH3:17])[N:9]=[CH:8]2. (6) Given the reactants OC(C(F)(F)F)=O.C([O:15][C:16]([C@:18]1([CH2:58][F:59])[CH2:23][CH2:22][C:21]([C:24]2[C:25]([CH3:57])([CH3:56])[C@H:26]3[C@:39]([CH3:42])([CH2:40][CH:41]=2)[C@@H:38]2[C@:29]([CH3:55])([C@@:30]4([CH3:54])[C@H:35]([CH2:36][CH2:37]2)[C@H:34]2[C@H:43]([C:46]([CH3:48])=[CH2:47])[CH2:44][CH2:45][C@:33]2([NH:49][CH2:50][C:51]([OH:53])=[O:52])[CH2:32][CH2:31]4)[CH2:28][CH2:27]3)=[CH:20][CH2:19]1)=[O:17])C1C=CC=CC=1.[Li+].[OH-].C1COCC1.C(O)(C(F)(F)F)=O, predict the reaction product. The product is: [C:51]([CH2:50][NH:49][C@:33]12[CH2:45][CH2:44][C@@H:43]([C:46]([CH3:48])=[CH2:47])[C@@H:34]1[C@@H:35]1[C@@:30]([CH3:54])([CH2:31][CH2:32]2)[C@@:29]2([CH3:55])[C@@H:38]([C@:39]3([CH3:42])[C@@H:26]([CH2:27][CH2:28]2)[C:25]([CH3:57])([CH3:56])[C:24]([C:21]2[CH2:22][CH2:23][C@@:18]([CH2:58][F:59])([C:16]([OH:17])=[O:15])[CH2:19][CH:20]=2)=[CH:41][CH2:40]3)[CH2:37][CH2:36]1)([OH:53])=[O:52]. (7) Given the reactants [O:1]([C:8]1[CH:13]=[CH:12][C:11]([SH:14])=[CH:10][CH:9]=1)[C:2]1[CH:7]=[CH:6][CH:5]=[CH:4][CH:3]=1.[H-].[Na+].[C:17]([O:21][C:22]([N:24]1[CH2:28][CH2:27][CH2:26][C@@H:25]1[CH2:29]OS(C1C=CC(C)=CC=1)(=O)=O)=[O:23])([CH3:20])([CH3:19])[CH3:18], predict the reaction product. The product is: [C:17]([O:21][C:22]([N:24]1[CH2:28][CH2:27][CH2:26][C@@H:25]1[CH2:29][S:14][C:11]1[CH:12]=[CH:13][C:8]([O:1][C:2]2[CH:7]=[CH:6][CH:5]=[CH:4][CH:3]=2)=[CH:9][CH:10]=1)=[O:23])([CH3:20])([CH3:18])[CH3:19].